Predict the reaction yield, written as a fraction of the theoretical maximum amount of product (1.0 means a 100% yield; for example, 0.34 means a 34% yield). From a dataset of Reaction yield outcomes from USPTO patents with 853,638 reactions. (1) The reactants are O[C:2]1([C:26]2[C:27]([OH:35])=[CH:28][C:29]3[O:33][CH2:32][CH2:31][C:30]=3[CH:34]=2)[C:10]2[CH:9]=[C:8]3[O:11][CH2:12][CH2:13][O:14][C:7]3=[CH:6][C:5]=2[N:4]([CH2:15][C:16]2[O:17][C:18]([C:21]([F:24])([F:23])[F:22])=[CH:19][CH:20]=2)[C:3]1=[O:25].C([SiH](CC)CC)C.FC(F)(F)C(O)=O. The catalyst is ClCCl. The product is [OH:35][C:27]1[C:26]([CH:2]2[C:10]3[CH:9]=[C:8]4[O:11][CH2:12][CH2:13][O:14][C:7]4=[CH:6][C:5]=3[N:4]([CH2:15][C:16]3[O:17][C:18]([C:21]([F:24])([F:23])[F:22])=[CH:19][CH:20]=3)[C:3]2=[O:25])=[CH:34][C:30]2[CH2:31][CH2:32][O:33][C:29]=2[CH:28]=1. The yield is 0.970. (2) The reactants are [F:1][C:2]([F:12])([F:11])[C:3]1[CH:4]=[C:5]([NH2:10])[CH:6]=[C:7]([NH2:9])[CH:8]=1.N1C=CC=CC=1.[F:19][C:20]([F:31])([F:30])[C:21](O[C:21](=[O:22])[C:20]([F:31])([F:30])[F:19])=[O:22].O. The catalyst is ClCCl. The product is [NH2:9][C:7]1[CH:6]=[C:5]([NH:10][C:21](=[O:22])[C:20]([F:31])([F:30])[F:19])[CH:4]=[C:3]([C:2]([F:11])([F:12])[F:1])[CH:8]=1. The yield is 0.250. (3) The reactants are Br[C:2]1[C:3]([N:22]2[CH2:25][C:24]([CH3:27])([CH3:26])[CH2:23]2)=[C:4]([C@H:10]([O:17][C:18]([CH3:21])([CH3:20])[CH3:19])[C:11]([O:13][CH:14]([CH3:16])[CH3:15])=[O:12])[C:5]([CH3:9])=[N:6][C:7]=1[CH3:8].[F:28][C:29]1[CH:46]=[CH:45][C:32]([CH2:33][CH2:34][O:35][C:36]2[CH:41]=[CH:40][C:39](B(O)O)=[CH:38][CH:37]=2)=[CH:31][CH:30]=1.C(=O)([O-])[O-].[Na+].[Na+]. The catalyst is O1CCOCC1.O.CCOC(C)=O.C1C=CC([P]([Pd]([P](C2C=CC=CC=2)(C2C=CC=CC=2)C2C=CC=CC=2)([P](C2C=CC=CC=2)(C2C=CC=CC=2)C2C=CC=CC=2)[P](C2C=CC=CC=2)(C2C=CC=CC=2)C2C=CC=CC=2)(C2C=CC=CC=2)C2C=CC=CC=2)=CC=1. The product is [C:18]([O:17][C@@H:10]([C:4]1[C:5]([CH3:9])=[N:6][C:7]([CH3:8])=[C:2]([C:39]2[CH:38]=[CH:37][C:36]([O:35][CH2:34][CH2:33][C:32]3[CH:31]=[CH:30][C:29]([F:28])=[CH:46][CH:45]=3)=[CH:41][CH:40]=2)[C:3]=1[N:22]1[CH2:25][C:24]([CH3:27])([CH3:26])[CH2:23]1)[C:11]([O:13][CH:14]([CH3:16])[CH3:15])=[O:12])([CH3:21])([CH3:20])[CH3:19]. The yield is 0.675. (4) The reactants are [Cl:1][C:2]1[N:7]=[C:6](Cl)[C:5]([F:9])=[CH:4][N:3]=1.N#N.[CH2:12]1[CH2:22][O:21][C:20]2[CH:19]=[CH:18][C:16]([NH2:17])=[CH:15][C:14]=2[O:13]1.Cl. The catalyst is O.CO. The product is [Cl:1][C:2]1[N:7]=[C:6]([NH:17][C:16]2[CH:18]=[CH:19][C:20]3[O:21][CH2:22][CH2:12][O:13][C:14]=3[CH:15]=2)[C:5]([F:9])=[CH:4][N:3]=1. The yield is 0.780.